Dataset: Reaction yield outcomes from USPTO patents with 853,638 reactions. Task: Predict the reaction yield, written as a fraction of the theoretical maximum amount of product (1.0 means a 100% yield; for example, 0.34 means a 34% yield). The yield is 0.850. The reactants are Br[CH2:2][C:3]([O:5][CH3:6])=[O:4].C([O-])(=O)C.[Na+].[CH3:12][O:13][C:14]1[CH:34]=[C:33]([O:35][CH3:36])[CH:32]=[C:31]([O:37][CH3:38])[C:15]=1/[CH:16]=[CH:17]/[S:18]([CH2:21][C:22]1[CH:23]=[CH:24][C:25]([O:29][CH3:30])=[C:26]([NH2:28])[CH:27]=1)(=[O:20])=[O:19]. The product is [CH3:12][O:13][C:14]1[CH:34]=[C:33]([O:35][CH3:36])[CH:32]=[C:31]([O:37][CH3:38])[C:15]=1[CH:16]=[CH:17][S:18]([CH2:21][C:22]1[CH:23]=[CH:24][C:25]([O:29][CH3:30])=[C:26]([NH:28][CH2:2][C:3]([O:5][CH3:6])=[O:4])[CH:27]=1)(=[O:20])=[O:19]. The catalyst is CO.